Dataset: Forward reaction prediction with 1.9M reactions from USPTO patents (1976-2016). Task: Predict the product of the given reaction. (1) Given the reactants [CH2:1]([O:13][C:14]1[CH:15]=[C:16]([CH:21]=[C:22]([O:24][CH2:25][CH2:26][CH2:27][CH2:28][CH2:29][CH2:30][CH2:31][CH2:32][CH2:33][CH2:34][CH2:35][CH3:36])[CH:23]=1)[C:17]([O:19]C)=[O:18])[CH2:2][CH2:3][CH2:4][CH2:5][CH2:6][CH2:7][CH2:8][CH2:9][CH2:10][CH2:11][CH3:12].[OH-].[K+], predict the reaction product. The product is: [CH2:25]([O:24][C:22]1[CH:21]=[C:16]([CH:15]=[C:14]([O:13][CH2:1][CH2:2][CH2:3][CH2:4][CH2:5][CH2:6][CH2:7][CH2:8][CH2:9][CH2:10][CH2:11][CH3:12])[CH:23]=1)[C:17]([OH:19])=[O:18])[CH2:26][CH2:27][CH2:28][CH2:29][CH2:30][CH2:31][CH2:32][CH2:33][CH2:34][CH2:35][CH3:36]. (2) Given the reactants [OH-].[K+].[O:3]1[CH2:8][CH2:7][C:6](=O)[CH2:5][CH2:4]1.[O:10]=[C:11]([CH3:19])[CH2:12]P(=O)(OC)OC, predict the reaction product. The product is: [O:3]1[CH2:8][CH2:7][C:6](=[CH:12][C:11](=[O:10])[CH3:19])[CH2:5][CH2:4]1. (3) Given the reactants [F:1][C:2]([F:7])([F:6])[C:3]([OH:5])=[O:4].[F:8][C:9]([F:14])([F:13])[C:10]([OH:12])=[O:11].FC(F)(F)C(O)=O.[Cl:22][C:23]1[CH:24]=[N:25][C:26]2[NH:27][C:28]3[CH:29]=[N:30][CH:31]=[C:32]([CH:54]=3)[CH2:33][CH2:34][C:35]3[CH:43]=[C:39]([NH:40][C:41]=1[N:42]=2)[CH:38]=[CH:37][C:36]=3[NH:44][C:45](=[O:53])[CH2:46][CH:47]1[CH2:52][CH2:51][NH:50][CH2:49][CH2:48]1.[NH:55]1[CH:59]=[N:58][C:57]([C:60](O)=[O:61])=[N:56]1, predict the reaction product. The product is: [F:1][C:2]([F:7])([F:6])[C:3]([OH:5])=[O:4].[F:8][C:9]([F:14])([F:13])[C:10]([OH:12])=[O:11].[Cl:22][C:23]1[CH:24]=[N:25][C:26]2[NH:27][C:28]3[CH:29]=[N:30][CH:31]=[C:32]([CH:54]=3)[CH2:33][CH2:34][C:35]3[CH:43]=[C:39]([NH:40][C:41]=1[N:42]=2)[CH:38]=[CH:37][C:36]=3[NH:44][C:45](=[O:53])[CH2:46][CH:47]1[CH2:52][CH2:51][N:50]([C:60]([C:57]2[N:58]=[CH:59][NH:55][N:56]=2)=[O:61])[CH2:49][CH2:48]1. (4) Given the reactants C([O:3][C:4]([C:6]1[N:7]=[C:8]([NH:11][C:12](=[O:28])[CH:13]([C:20]2[CH:25]=[CH:24][C:23]([Cl:26])=[C:22]([Cl:27])[CH:21]=2)[CH2:14][CH:15]2[CH2:19][CH2:18][CH2:17][CH2:16]2)[S:9][CH:10]=1)=O)C.[BH4-].[Na+], predict the reaction product. The product is: [CH:15]1([CH2:14][CH:13]([C:20]2[CH:25]=[CH:24][C:23]([Cl:26])=[C:22]([Cl:27])[CH:21]=2)[C:12]([NH:11][C:8]2[S:9][CH:10]=[C:6]([CH2:4][OH:3])[N:7]=2)=[O:28])[CH2:16][CH2:17][CH2:18][CH2:19]1. (5) Given the reactants [Br:1][C:2]1[C:7]2[CH:8](O)[CH2:9][CH2:10][CH2:11][C:12]([CH3:14])([CH3:13])[C:6]=2[CH:5]=[CH:4][CH:3]=1.O.C1(C)C=CC(S(O)(=O)=O)=CC=1, predict the reaction product. The product is: [Br:1][C:2]1[C:7]2[CH:8]=[CH:9][CH2:10][CH2:11][C:12]([CH3:14])([CH3:13])[C:6]=2[CH:5]=[CH:4][CH:3]=1. (6) Given the reactants [CH3:1][O:2][C:3]1[N:8]=[CH:7][C:6]([CH:9]([CH2:14][C:15]([OH:17])=[O:16])[CH2:10][C:11]([OH:13])=O)=[CH:5][CH:4]=1.C(OC(=O)C)(=O)C, predict the reaction product. The product is: [CH3:1][O:2][C:3]1[N:8]=[CH:7][C:6]([CH:9]2[CH2:10][C:11](=[O:13])[O:17][C:15](=[O:16])[CH2:14]2)=[CH:5][CH:4]=1.